Dataset: Reaction yield outcomes from USPTO patents with 853,638 reactions. Task: Predict the reaction yield, written as a fraction of the theoretical maximum amount of product (1.0 means a 100% yield; for example, 0.34 means a 34% yield). The reactants are [CH3:1][C:2]1[N:3]=[CH:4][N:5]([C:7]2[C:12]([N+:13]([O-])=O)=[C:11]([NH2:16])[CH:10]=[CH:9][N:8]=2)[CH:6]=1. The catalyst is CO.[Pd]. The product is [CH3:1][C:2]1[N:3]=[CH:4][N:5]([C:7]2[C:12]([NH2:13])=[C:11]([NH2:16])[CH:10]=[CH:9][N:8]=2)[CH:6]=1. The yield is 0.827.